Task: Predict the reactants needed to synthesize the given product.. Dataset: Full USPTO retrosynthesis dataset with 1.9M reactions from patents (1976-2016) Given the product [F:29][C:23]1[CH:24]=[C:25]([F:28])[CH:26]=[CH:27][C:22]=1[CH2:21][C:9]1[C:10]([O:17][CH:18]([F:19])[F:20])=[N:11][C:12]2[C:7]([C:8]=1[CH3:30])=[C:6]([O:5][CH2:4][C:3]([OH:31])=[O:2])[CH:15]=[CH:14][C:13]=2[F:16], predict the reactants needed to synthesize it. The reactants are: C[O:2][C:3](=[O:31])[CH2:4][O:5][C:6]1[CH:15]=[CH:14][C:13]([F:16])=[C:12]2[C:7]=1[C:8]([CH3:30])=[C:9]([CH2:21][C:22]1[CH:27]=[CH:26][C:25]([F:28])=[CH:24][C:23]=1[F:29])[C:10]([O:17][CH:18]([F:20])[F:19])=[N:11]2.CO.O.[OH-].[Na+].